From a dataset of Reaction yield outcomes from USPTO patents with 853,638 reactions. Predict the reaction yield, written as a fraction of the theoretical maximum amount of product (1.0 means a 100% yield; for example, 0.34 means a 34% yield). (1) The reactants are [NH2:1][C:2]1[S:3][C:4]2[CH2:19][C:14]3([O:18][CH2:17][CH2:16][O:15]3)[CH2:13][CH2:12][C:5]=2[C:6]=1[C:7](OCC)=[O:8].C([O-])=O.[NH4+].[CH:24]([NH2:26])=O. No catalyst specified. The product is [O:15]1[CH2:16][CH2:17][O:18][C:14]21[CH2:13][CH2:12][C:5]1[C:6]3[C:7](=[O:8])[NH:26][CH:24]=[N:1][C:2]=3[S:3][C:4]=1[CH2:19]2. The yield is 0.880. (2) The reactants are [CH3:1][O:2][CH2:3][CH2:4][O:5][CH2:6][CH2:7][N:8]1[C:20]2[CH:19]=[CH:18][C:17]([CH:21]=O)=[CH:16][C:15]=2[C:14]2[C:9]1=[CH:10][CH:11]=[CH:12][CH:13]=2.[I-:23].[CH3:24][N+:25]1[C:34]2[C:29](=[CH:30][CH:31]=[CH:32][CH:33]=2)[C:28]([CH3:35])=[CH:27][CH:26]=1.N1CCCCC1. The catalyst is C(O)C. The product is [I-:23].[CH3:1][O:2][CH2:3][CH2:4][O:5][CH2:6][CH2:7][N:8]1[C:20]2[CH:19]=[CH:18][C:17](/[CH:21]=[CH:35]/[C:28]3[C:29]4[C:34](=[CH:33][CH:32]=[CH:31][CH:30]=4)[N+:25]([CH3:24])=[CH:26][CH:27]=3)=[CH:16][C:15]=2[C:14]2[C:9]1=[CH:10][CH:11]=[CH:12][CH:13]=2. The yield is 0.560. (3) The reactants are [CH3:1][C:2]1[N:3]=[C:4]2[C:9]([CH3:10])=[CH:8][C:7]([C:11]3[CH:16]=[CH:15][CH:14]=[CH:13][C:12]=3[C:17]([F:20])([F:19])[F:18])=[N:6][N:5]2[C:21]=1[C:22](O)=[O:23].CN(C(ON1[N:41]=[N:40][C:35]2[CH:36]=[CH:37][CH:38]=[N:39]C1=2)=[N+](C)C)C.F[P-](F)(F)(F)(F)F.C(N(C(C)C)CC)(C)C.Cl.NC1N=NC=CC=1.C([O-])(O)=O.[Na+]. The catalyst is CN(C=O)C.O. The product is [CH3:1][C:2]1[N:3]=[C:4]2[C:9]([CH3:10])=[CH:8][C:7]([C:11]3[CH:16]=[CH:15][CH:14]=[CH:13][C:12]=3[C:17]([F:20])([F:18])[F:19])=[N:6][N:5]2[C:21]=1[C:22]([NH:39][C:38]1[N:41]=[N:40][CH:35]=[CH:36][CH:37]=1)=[O:23]. The yield is 0.110. (4) The reactants are Cl[C:2]1[C:11]2[C:6](=[CH:7][C:8]([O:14][CH3:15])=[C:9]([O:12][CH3:13])[CH:10]=2)[N:5]=[CH:4][CH:3]=1.[CH3:16][C:17]([C:19]1[CH:28]=[CH:27][C:26]2[C:21](=[CH:22][CH:23]=[CH:24][CH:25]=2)[C:20]=1[OH:29])=[O:18].O. The catalyst is CN(C)C1C=CN=CC=1.ClC1C=CC=CC=1Cl. The product is [CH3:13][O:12][C:9]1[CH:10]=[C:11]2[C:6](=[CH:7][C:8]=1[O:14][CH3:15])[N:5]=[CH:4][CH:3]=[C:2]2[O:29][C:20]1[C:21]2[C:26](=[CH:25][CH:24]=[CH:23][CH:22]=2)[CH:27]=[CH:28][C:19]=1[C:17](=[O:18])[CH3:16]. The yield is 0.300. (5) The reactants are C(OC(=O)[NH:7][CH2:8][CH2:9][CH2:10][NH:11][C:12](=[O:40])[CH2:13][O:14][CH2:15][C:16]([NH:18][C@H:19]1[CH2:28][CH2:27][C@:26]2([OH:29])[C@@:21]34[C:36]5[C:31](=[CH:32][CH:33]=[C:34]([OH:38])[C:35]=5[O:37][C@@H:20]13)[CH2:30][CH:25]2[N:24]([CH3:39])[CH2:23][CH2:22]4)=[O:17])(C)(C)C.FC(F)(F)C(O)=O. The catalyst is C(Cl)Cl. The product is [NH2:7][CH2:8][CH2:9][CH2:10][NH:11][C:12](=[O:40])[CH2:13][O:14][CH2:15][C:16]([NH:18][C@H:19]1[CH2:28][CH2:27][C@:26]2([OH:29])[C@@:21]34[C:36]5[C:31](=[CH:32][CH:33]=[C:34]([OH:38])[C:35]=5[O:37][C@@H:20]13)[CH2:30][CH:25]2[N:24]([CH3:39])[CH2:23][CH2:22]4)=[O:17]. The yield is 1.00. (6) The reactants are [CH:1]([C:3]1[CH:4]=[C:5](B(O)O)[CH:6]=[CH:7][CH:8]=1)=[O:2].[C:12]1([O:19][CH3:20])[C:13](=[CH:15][CH:16]=[CH:17][CH:18]=1)[OH:14].N1C=CC=CC=1. The catalyst is ClCCl.CC([O-])=O.CC([O-])=O.[Cu+2]. The product is [CH3:20][O:19][C:12]1[CH:18]=[CH:17][CH:16]=[CH:15][C:13]=1[O:14][C:5]1[CH:4]=[C:3]([CH:8]=[CH:7][CH:6]=1)[CH:1]=[O:2]. The yield is 0.230. (7) The yield is 0.780. No catalyst specified. The product is [Cl-:1].[C:11]([C:13]1[S:17][C:16]([NH2+:18][NH2:19])=[CH:15][CH:14]=1)#[N:12]. The reactants are [ClH:1].N(C1C=C(C#N)SC=1)N.[C:11]([C:13]1[S:17][C:16]([N:18](C(OC(C)(C)C)=O)[NH:19]C(OC(C)(C)C)=O)=[CH:15][CH:14]=1)#[N:12].